This data is from Reaction yield outcomes from USPTO patents with 853,638 reactions. The task is: Predict the reaction yield, written as a fraction of the theoretical maximum amount of product (1.0 means a 100% yield; for example, 0.34 means a 34% yield). (1) The reactants are Cl[CH:2]([C:7]1[CH:11]=[C:10]([C:12]2[CH:17]=[CH:16][CH:15]=[CH:14][CH:13]=2)[O:9][C:8]=1[CH2:18][O:19][CH3:20])[CH2:3][CH:4]([CH3:6])[CH3:5].[NH2:21][C:22]1[CH:27]=[CH:26][C:25]([C:28]([N:30]([CH3:38])[CH2:31][CH2:32][C:33]([O:35]CC)=[O:34])=[O:29])=[CH:24][CH:23]=1.C(=O)([O-])[O-].[Na+].[Na+].[I-].[Na+]. The catalyst is CN(C)C(=O)C.O. The product is [CH3:20][O:19][CH2:18][C:8]1[O:9][C:10]([C:12]2[CH:17]=[CH:16][CH:15]=[CH:14][CH:13]=2)=[CH:11][C:7]=1[CH:2]([NH:21][C:22]1[CH:23]=[CH:24][C:25]([C:28]([N:30]([CH3:38])[CH2:31][CH2:32][C:33]([OH:35])=[O:34])=[O:29])=[CH:26][CH:27]=1)[CH2:3][CH:4]([CH3:6])[CH3:5]. The yield is 0.0900. (2) The reactants are C(OP([CH2:9][C:10]([O:12][CH2:13][CH3:14])=[O:11])(OCC)=O)C.[H-].[Na+].[CH2:17]([O:21][C:22]1[C:31]2[C:26](=[CH:27][CH:28]=[C:29]([CH:32]=O)[CH:30]=2)[C:25](=[O:34])[N:24]([CH2:35][C:36]([CH3:39])([CH3:38])[CH3:37])[C:23]=1[CH2:40][NH:41][C:42](=[O:48])[O:43][C:44]([CH3:47])([CH3:46])[CH3:45])[CH2:18][CH2:19][CH3:20].O. The catalyst is CN(C)C=O. The product is [CH2:17]([O:21][C:22]1[C:31]2[C:26](=[CH:27][CH:28]=[C:29](/[CH:32]=[CH:9]/[C:10]([O:12][CH2:13][CH3:14])=[O:11])[CH:30]=2)[C:25](=[O:34])[N:24]([CH2:35][C:36]([CH3:37])([CH3:38])[CH3:39])[C:23]=1[CH2:40][NH:41][C:42]([O:43][C:44]([CH3:45])([CH3:47])[CH3:46])=[O:48])[CH2:18][CH2:19][CH3:20]. The yield is 0.717. (3) The reactants are [O:1]1[CH2:6][CH2:5][O:4][C:3]2[CH:7]=[C:8]([CH:11]=[O:12])[CH:9]=[CH:10][C:2]1=2.[BH4-].[Na+].Cl. The catalyst is CO. The product is [O:1]1[CH2:6][CH2:5][O:4][C:3]2[CH:7]=[C:8]([CH2:11][OH:12])[CH:9]=[CH:10][C:2]1=2. The yield is 0.950.